This data is from Full USPTO retrosynthesis dataset with 1.9M reactions from patents (1976-2016). The task is: Predict the reactants needed to synthesize the given product. (1) Given the product [Br:8][C:5]1[CH:6]=[CH:7][C:2]([C:23]([OH:22])=[O:28])=[C:3]([N+:9]([O-:11])=[O:10])[CH:4]=1, predict the reactants needed to synthesize it. The reactants are: Br[C:2]1[CH:7]=[CH:6][C:5]([Br:8])=[CH:4][C:3]=1[N+:9]([O-:11])=[O:10].C1([Li])C=CC=CC=1.C1[CH2:23][O:22]CC1.CN(C=[O:28])C.S(=O)(=O)(O)O. (2) Given the product [C:1]([CH:4]1[CH2:9][N:8]([CH3:10])[CH2:7][CH2:6][N:5]1[C:11]1[N:16]=[C:15]([C:29]2[CH:30]=[CH:31][C:32]([O:35][C:36]3[CH:41]=[CH:40][C:39]([C:42]([F:43])([F:44])[F:45])=[CH:38][CH:37]=3)=[CH:33][CH:34]=2)[N:14]=[C:13]([C:18]([NH2:20])=[O:19])[CH:12]=1)(=[O:3])[NH2:2], predict the reactants needed to synthesize it. The reactants are: [C:1]([CH:4]1[CH2:9][N:8]([CH3:10])[CH2:7][CH2:6][N:5]1[C:11]1[N:16]=[C:15](Cl)[N:14]=[C:13]([C:18]([NH2:20])=[O:19])[CH:12]=1)(=[O:3])[NH2:2].CC1(C)C(C)(C)OB([C:29]2[CH:34]=[CH:33][C:32]([O:35][C:36]3[CH:41]=[CH:40][C:39]([C:42]([F:45])([F:44])[F:43])=[CH:38][CH:37]=3)=[CH:31][CH:30]=2)O1.C([O-])([O-])=O.[Na+].[Na+]. (3) Given the product [Br:1][C:2]1[CH:3]=[C:4]([CH2:10][C:16]#[N:17])[CH:5]=[C:6]([O:8][CH3:9])[CH:7]=1, predict the reactants needed to synthesize it. The reactants are: [Br:1][C:2]1[CH:3]=[C:4]([CH2:10]O)[CH:5]=[C:6]([O:8][CH3:9])[CH:7]=1.S(Cl)(Cl)=O.[C-:16]#[N:17].[Na+]. (4) Given the product [Cl:18][C:19]1[CH:20]=[C:21]([N:29]([C@H:32]2[CH2:33][CH2:34][C@H:35]([N:38]([CH3:40])[CH3:39])[CH2:36][CH2:37]2)[CH2:30][CH3:31])[C:22]([CH3:28])=[C:23]([CH:27]=1)[C:24]([NH:1][CH2:2][C:3]1[C:8](=[O:9])[N:7]2[NH:10][CH2:11][CH2:12][C:6]2=[CH:5][C:4]=1[CH2:13][CH2:14][N:15]([CH3:16])[CH3:17])=[O:25], predict the reactants needed to synthesize it. The reactants are: [NH2:1][CH2:2][C:3]1[C:8](=[O:9])[N:7]2[NH:10][CH2:11][CH2:12][C:6]2=[CH:5][C:4]=1[CH2:13][CH2:14][N:15]([CH3:17])[CH3:16].[Cl:18][C:19]1[CH:20]=[C:21]([N:29]([C@H:32]2[CH2:37][CH2:36][C@H:35]([N:38]([CH3:40])[CH3:39])[CH2:34][CH2:33]2)[CH2:30][CH3:31])[C:22]([CH3:28])=[C:23]([CH:27]=1)[C:24](O)=[O:25].C(N(CC)CC)C.C1CN([P+](ON2N=NC3C=CC=CC2=3)(N2CCCC2)N2CCCC2)CC1.F[P-](F)(F)(F)(F)F. (5) Given the product [CH3:16][O:15][C:13]([C:10]1([CH3:17])[C:11]2[C:6](=[CH:5][CH:4]=[C:3]([O:2][CH3:1])[CH:12]=2)[CH2:7][CH2:8][CH2:9]1)=[O:14], predict the reactants needed to synthesize it. The reactants are: [CH3:1][O:2][C:3]1[CH:12]=[C:11]2[C:6]([CH2:7][CH2:8][CH2:9][CH:10]2[C:13]([O:15][CH3:16])=[O:14])=[CH:5][CH:4]=1.[CH3:17]I.[H-].[Na+]. (6) Given the product [NH2:7][C@H:8]([C@H:16]1[O:17][C:18](=[O:22])[C@H:19]([CH3:21])[CH2:20]1)[CH2:9][C:10]1[CH:15]=[CH:14][CH:13]=[CH:12][CH:11]=1, predict the reactants needed to synthesize it. The reactants are: C(OC(=O)[NH:7][C@H:8]([CH:16]1[CH2:20][CH:19]([CH3:21])[C:18](=[O:22])[O:17]1)[CH2:9][C:10]1[CH:15]=[CH:14][CH:13]=[CH:12][CH:11]=1)(C)(C)C.FC(F)(F)C(O)=O.